This data is from Catalyst prediction with 721,799 reactions and 888 catalyst types from USPTO. The task is: Predict which catalyst facilitates the given reaction. (1) Reactant: CO.[CH3:3][Si](C=[N+]=[N-])(C)C.[F:10][C:11]1[CH:34]=[CH:33][C:14]([CH2:15][N:16]2[CH2:25][CH2:24][C:23]3[C:22]([C:26]([O:28][CH2:29][CH3:30])=[O:27])=[N:21][CH:20]=[C:19]([OH:31])[C:18]=3[C:17]2=[O:32])=[CH:13][CH:12]=1.C(O)(=O)C. Product: [F:10][C:11]1[CH:34]=[CH:33][C:14]([CH2:15][N:16]2[CH2:25][CH2:24][C:23]3[C:22]([C:26]([O:28][CH2:29][CH3:30])=[O:27])=[N:21][CH:20]=[C:19]([O:31][CH3:3])[C:18]=3[C:17]2=[O:32])=[CH:13][CH:12]=1. The catalyst class is: 22. (2) Reactant: [CH3:1][O:2][C:3]([C:5]1[CH:13]=[C:12]2[C:8]([C:9]([CH:15]3[CH2:20][CH2:19][CH2:18][CH2:17][CH2:16]3)=[C:10](Br)[NH:11]2)=[CH:7][CH:6]=1)=[O:4].[CH:21]([C:23]1[CH:28]=[CH:27][CH:26]=[CH:25][C:24]=1B(O)O)=[CH2:22].C(=O)([O-])[O-].[Na+].[Na+]. Product: [CH:15]1([C:9]2[C:8]3[C:12](=[CH:13][C:5]([C:3]([O:2][CH3:1])=[O:4])=[CH:6][CH:7]=3)[NH:11][C:10]=2[C:24]2[CH:25]=[CH:26][CH:27]=[CH:28][C:23]=2[CH:21]=[CH2:22])[CH2:20][CH2:19][CH2:18][CH2:17][CH2:16]1. The catalyst class is: 658.